This data is from NCI-60 drug combinations with 297,098 pairs across 59 cell lines. The task is: Regression. Given two drug SMILES strings and cell line genomic features, predict the synergy score measuring deviation from expected non-interaction effect. (1) Drug 1: COC1=NC(=NC2=C1N=CN2C3C(C(C(O3)CO)O)O)N. Drug 2: CC1CCC2CC(C(=CC=CC=CC(CC(C(=O)C(C(C(=CC(C(=O)CC(OC(=O)C3CCCCN3C(=O)C(=O)C1(O2)O)C(C)CC4CCC(C(C4)OC)OCCO)C)C)O)OC)C)C)C)OC. Cell line: RXF 393. Synergy scores: CSS=-11.5, Synergy_ZIP=8.58, Synergy_Bliss=8.52, Synergy_Loewe=-4.82, Synergy_HSA=-6.83. (2) Drug 1: CN(C)N=NC1=C(NC=N1)C(=O)N. Drug 2: CNC(=O)C1=NC=CC(=C1)OC2=CC=C(C=C2)NC(=O)NC3=CC(=C(C=C3)Cl)C(F)(F)F. Cell line: CAKI-1. Synergy scores: CSS=34.1, Synergy_ZIP=-13.2, Synergy_Bliss=-7.51, Synergy_Loewe=-5.35, Synergy_HSA=-5.21. (3) Drug 1: CN(C)N=NC1=C(NC=N1)C(=O)N. Drug 2: CC(C)CN1C=NC2=C1C3=CC=CC=C3N=C2N. Cell line: UO-31. Synergy scores: CSS=11.4, Synergy_ZIP=-5.30, Synergy_Bliss=-2.30, Synergy_Loewe=-2.35, Synergy_HSA=-2.09.